Dataset: Buchwald-Hartwig C-N cross coupling reaction yields with 55,370 reactions. Task: Predict the reaction yield, written as a fraction of the theoretical maximum amount of product (1.0 means a 100% yield; for example, 0.34 means a 34% yield). (1) The reactants are COc1ccc(Cl)cc1.Cc1ccc(N)cc1.O=S(=O)(O[Pd]1c2ccccc2-c2ccccc2N~1)C(F)(F)F.COc1ccc(OC)c(P(C(C)(C)C)C(C)(C)C)c1-c1c(C(C)C)cc(C(C)C)cc1C(C)C.CCN=P(N=P(N(C)C)(N(C)C)N(C)C)(N(C)C)N(C)C.c1ccc(-c2ccon2)cc1. No catalyst specified. The product is COc1ccc(Nc2ccc(C)cc2)cc1. The yield is 0.00518. (2) The reactants are Clc1cccnc1.Cc1ccc(N)cc1.O=S(=O)(O[Pd]1c2ccccc2-c2ccccc2N~1)C(F)(F)F.CC(C)c1cc(C(C)C)c(-c2ccccc2P(C2CCCCC2)C2CCCCC2)c(C(C)C)c1.CCN=P(N=P(N(C)C)(N(C)C)N(C)C)(N(C)C)N(C)C.c1ccc(-c2cnoc2)cc1. No catalyst specified. The product is Cc1ccc(Nc2cccnc2)cc1. The yield is 0.617. (3) The reactants are COc1ccc(Cl)cc1.Cc1ccc(N)cc1.O=S(=O)(O[Pd]1c2ccccc2-c2ccccc2N~1)C(F)(F)F.CC(C)c1cc(C(C)C)c(-c2ccccc2P(C2CCCCC2)C2CCCCC2)c(C(C)C)c1.CN1CCCN2CCCN=C12.Cc1cc(C)on1. No catalyst specified. The product is COc1ccc(Nc2ccc(C)cc2)cc1. The yield is 0.00448. (4) The reactants are Ic1cccnc1.Cc1ccc(N)cc1.O=S(=O)(O[Pd]1c2ccccc2-c2ccccc2N~1)C(F)(F)F.CC(C)c1cc(C(C)C)c(-c2ccccc2P(C2CCCCC2)C2CCCCC2)c(C(C)C)c1.CN(C)C(=NC(C)(C)C)N(C)C.Cc1ccno1. No catalyst specified. The product is Cc1ccc(Nc2cccnc2)cc1. The yield is 0.328.